From a dataset of Full USPTO retrosynthesis dataset with 1.9M reactions from patents (1976-2016). Predict the reactants needed to synthesize the given product. (1) The reactants are: [F:1][C:2]([F:18])([S:14]([O-:17])(=[O:16])=[O:15])[C:3]([F:13])([F:12])[CH2:4][CH2:5][O:6][C:7](=[O:11])[C:8]([CH3:10])=[CH2:9].[K+].[Br-].[C:21]1([C:27]2[C:35]3[C:34]4[CH:36]=[CH:37][CH:38]=[CH:39][C:33]=4[SH+:32][C:31]=3[CH:30]=[CH:29][CH:28]=2)[CH:26]=[CH:25][CH:24]=[CH:23][CH:22]=1. Given the product [F:18][C:2]([F:1])([S:14]([O-:17])(=[O:16])=[O:15])[C:3]([F:13])([F:12])[CH2:4][CH2:5][O:6][C:7](=[O:11])[C:8]([CH3:10])=[CH2:9].[C:21]1([C:27]2[C:35]3[C:34]4[CH:36]=[CH:37][CH:38]=[CH:39][C:33]=4[SH+:32][C:31]=3[CH:30]=[CH:29][CH:28]=2)[CH:22]=[CH:23][CH:24]=[CH:25][CH:26]=1, predict the reactants needed to synthesize it. (2) The reactants are: [OH:1][C@H:2]([CH:8]([CH3:10])[CH3:9])[C:3]([O:5][CH2:6][CH3:7])=[O:4].O[C:12]1[CH:19]=[CH:18][C:15]([CH:16]=[O:17])=[CH:14][CH:13]=1.C1(P(C2C=CC=CC=2)C2C=CC=CC=2)C=CC=CC=1.N(C(OC(C)C)=O)=NC(OC(C)C)=O. Given the product [CH:16]([C:15]1[CH:18]=[CH:19][C:12]([O:1][C@@H:2]([CH:8]([CH3:10])[CH3:9])[C:3]([O:5][CH2:6][CH3:7])=[O:4])=[CH:13][CH:14]=1)=[O:17], predict the reactants needed to synthesize it. (3) Given the product [CH3:33][C:34]([CH3:41])([CH3:40])[CH2:35][C:36]1[NH:38][N:39]=[C:4]([C:6]2[CH:7]=[C:8]3[C:12](=[CH:13][CH:14]=2)[NH:11][N:10]=[C:9]3[C:15]2[CH:24]=[CH:23][C:22]3[C:17](=[CH:18][CH:19]=[C:20]([O:25][CH2:26][CH2:27][N:28]4[CH:32]=[CH:31][N:30]=[CH:29]4)[CH:21]=3)[CH:16]=2)[N:5]=1, predict the reactants needed to synthesize it. The reactants are: C(O[C:4]([C:6]1[CH:7]=[C:8]2[C:12](=[CH:13][CH:14]=1)[NH:11][N:10]=[C:9]2[C:15]1[CH:24]=[CH:23][C:22]2[C:17](=[CH:18][CH:19]=[C:20]([O:25][CH2:26][CH2:27][N:28]3[CH:32]=[CH:31][N:30]=[CH:29]3)[CH:21]=2)[CH:16]=1)=[NH:5])C.[CH3:33][C:34]([CH3:41])([CH3:40])[CH2:35][C:36]([NH:38][NH2:39])=O.C(N(CC)CC)C. (4) The reactants are: [CH:1]1([C:4]2[C:5]([O:13][CH2:14][CH:15]3[CH2:17][CH2:16]3)=[CH:6][C:7]([C:10]([OH:12])=O)=[N:8][CH:9]=2)[CH2:3][CH2:2]1.[NH2:18][CH2:19][CH:20]([OH:23])[CH2:21][CH3:22]. Given the product [OH:23][CH:20]([CH2:21][CH3:22])[CH2:19][NH:18][C:10]([C:7]1[CH:6]=[C:5]([O:13][CH2:14][CH:15]2[CH2:17][CH2:16]2)[C:4]([CH:1]2[CH2:2][CH2:3]2)=[CH:9][N:8]=1)=[O:12], predict the reactants needed to synthesize it. (5) Given the product [CH:29]1([C:32]([NH:21][CH2:20][C:17]2[CH:18]=[CH:19][C:14]([C:13]([NH:12][C:10]3[S:11][C:7]4[C:6]([N:23]5[CH2:28][CH2:27][O:26][CH2:25][CH2:24]5)=[CH:5][CH:4]=[C:3]([O:2][CH3:1])[C:8]=4[N:9]=3)=[O:22])=[CH:15][CH:16]=2)=[O:33])[CH2:31][CH2:30]1, predict the reactants needed to synthesize it. The reactants are: [CH3:1][O:2][C:3]1[C:8]2[N:9]=[C:10]([NH:12][C:13](=[O:22])[C:14]3[CH:19]=[CH:18][C:17]([CH2:20][NH2:21])=[CH:16][CH:15]=3)[S:11][C:7]=2[C:6]([N:23]2[CH2:28][CH2:27][O:26][CH2:25][CH2:24]2)=[CH:5][CH:4]=1.[CH:29]1([C:32](Cl)=[O:33])[CH2:31][CH2:30]1. (6) The reactants are: [CH3:1][C:2]1([CH3:27])[CH2:11][CH2:10][C:9]([CH3:13])([CH3:12])[C:8]2[CH:7]=[C:6]([C:14]3[N:19]=[C:18]([N:20]4[CH2:26][CH2:25][CH2:24][NH:23][CH2:22][CH2:21]4)[CH:17]=[CH:16][CH:15]=3)[CH:5]=[CH:4][C:3]1=2.Cl[CH2:29][CH2:30][CH2:31][OH:32].Cl. Given the product [CH3:1][C:2]1([CH3:27])[CH2:11][CH2:10][C:9]([CH3:12])([CH3:13])[C:8]2[CH:7]=[C:6]([C:14]3[N:19]=[C:18]([N:20]4[CH2:26][CH2:25][CH2:24][N:23]([CH2:29][CH2:30][CH2:31][OH:32])[CH2:22][CH2:21]4)[CH:17]=[CH:16][CH:15]=3)[CH:5]=[CH:4][C:3]1=2, predict the reactants needed to synthesize it. (7) Given the product [NH2:22][CH:19]1[CH2:20][CH2:21][N:16]([CH2:15][CH:5]2[N:6]3[CH:13]4[CH:10]([CH:9]=[CH:8][C:7]3=[O:14])[N:11]=[CH:12][C:2](=[O:1])[N:3]4[CH2:4]2)[CH2:17][CH2:18]1, predict the reactants needed to synthesize it. The reactants are: [O:1]=[C:2]1[CH:12]=[N:11][CH:10]2[CH:13]3[N:3]1[CH2:4][CH:5]([CH2:15][N:16]1[CH2:21][CH2:20][CH:19]([NH:22]C(=O)OC(C)(C)C)[CH2:18][CH2:17]1)[N:6]3[C:7](=[O:14])[CH:8]=[CH:9]2.C(O)(C(F)(F)F)=O.